Predict the reactants needed to synthesize the given product. From a dataset of Retrosynthesis with 50K atom-mapped reactions and 10 reaction types from USPTO. (1) Given the product O=C(NCCc1ccc(OCc2ccccc2)cc1)c1cnc(Cl)nc1NC1CCCCC1, predict the reactants needed to synthesize it. The reactants are: NC1CCCCC1.O=C(NCCc1ccc(OCc2ccccc2)cc1)c1cnc(Cl)nc1Cl. (2) Given the product CC(Oc1cccc(Oc2c(Cl)cc(C(F)(F)F)cc2Cl)c1)C(=O)O, predict the reactants needed to synthesize it. The reactants are: CCOC(=O)C(C)Oc1cccc(Oc2c(Cl)cc(C(F)(F)F)cc2Cl)c1. (3) Given the product CC(C)(C)OC(=O)N1CCC(COCc2cc(N)cc(-c3ccc(C#N)cc3)c2)(c2ccccc2)CC1, predict the reactants needed to synthesize it. The reactants are: CC(C)(C)OC(=O)N1CCC(COCc2cc(N)cc(Br)c2)(c2ccccc2)CC1.N#Cc1ccc(B(O)O)cc1. (4) The reactants are: BrCC1CC1.Cc1ccc(C(=O)NC2CC2)cc1-c1ccc2[nH]ncc2c1. Given the product Cc1ccc(C(=O)NC2CC2)cc1-c1ccc2c(cnn2CC2CC2)c1, predict the reactants needed to synthesize it. (5) Given the product CS(=O)(=O)Nc1c(F)cc(CNC(=O)C=Cc2ccc(C(F)(F)F)nc2Oc2ccccc2)cc1C#N, predict the reactants needed to synthesize it. The reactants are: CS(=O)(=O)Nc1c(F)cc(CN)cc1C#N.O=C(O)C=Cc1ccc(C(F)(F)F)nc1Oc1ccccc1. (6) Given the product CSc1ccc(Cc2c(C(F)(F)F)n(Cc3ccccc3)[nH]c2=O)cc1, predict the reactants needed to synthesize it. The reactants are: BrCc1ccccc1.CSc1ccc(Cc2c(C(F)(F)F)[nH][nH]c2=O)cc1.